The task is: Regression. Given two drug SMILES strings and cell line genomic features, predict the synergy score measuring deviation from expected non-interaction effect.. This data is from NCI-60 drug combinations with 297,098 pairs across 59 cell lines. (1) Drug 1: C1=NC2=C(N1)C(=S)N=C(N2)N. Drug 2: CCCS(=O)(=O)NC1=C(C(=C(C=C1)F)C(=O)C2=CNC3=C2C=C(C=N3)C4=CC=C(C=C4)Cl)F. Cell line: SNB-19. Synergy scores: CSS=2.69, Synergy_ZIP=-0.383, Synergy_Bliss=0.748, Synergy_Loewe=-5.25, Synergy_HSA=-2.14. (2) Drug 1: CS(=O)(=O)CCNCC1=CC=C(O1)C2=CC3=C(C=C2)N=CN=C3NC4=CC(=C(C=C4)OCC5=CC(=CC=C5)F)Cl. Drug 2: CC1C(C(CC(O1)OC2CC(OC(C2O)C)OC3=CC4=CC5=C(C(=O)C(C(C5)C(C(=O)C(C(C)O)O)OC)OC6CC(C(C(O6)C)O)OC7CC(C(C(O7)C)O)OC8CC(C(C(O8)C)O)(C)O)C(=C4C(=C3C)O)O)O)O. Cell line: NCI-H322M. Synergy scores: CSS=54.1, Synergy_ZIP=-3.86, Synergy_Bliss=-0.762, Synergy_Loewe=-4.94, Synergy_HSA=-0.285. (3) Drug 1: C1CNP(=O)(OC1)N(CCCl)CCCl. Drug 2: C(CN)CNCCSP(=O)(O)O. Cell line: HT29. Synergy scores: CSS=33.2, Synergy_ZIP=6.62, Synergy_Bliss=8.40, Synergy_Loewe=-6.21, Synergy_HSA=6.06. (4) Drug 1: C1=NC2=C(N=C(N=C2N1C3C(C(C(O3)CO)O)F)Cl)N. Drug 2: CC12CCC3C(C1CCC2OP(=O)(O)O)CCC4=C3C=CC(=C4)OC(=O)N(CCCl)CCCl.[Na+]. Cell line: OVCAR-5. Synergy scores: CSS=19.4, Synergy_ZIP=-6.09, Synergy_Bliss=-1.64, Synergy_Loewe=1.10, Synergy_HSA=0.271. (5) Drug 1: C1=C(C(=O)NC(=O)N1)N(CCCl)CCCl. Drug 2: CCC1(CC2CC(C3=C(CCN(C2)C1)C4=CC=CC=C4N3)(C5=C(C=C6C(=C5)C78CCN9C7C(C=CC9)(C(C(C8N6C=O)(C(=O)OC)O)OC(=O)C)CC)OC)C(=O)OC)O.OS(=O)(=O)O. Cell line: IGROV1. Synergy scores: CSS=37.4, Synergy_ZIP=1.55, Synergy_Bliss=3.43, Synergy_Loewe=6.93, Synergy_HSA=7.07. (6) Drug 1: CC=C1C(=O)NC(C(=O)OC2CC(=O)NC(C(=O)NC(CSSCCC=C2)C(=O)N1)C(C)C)C(C)C. Drug 2: CC(C)CN1C=NC2=C1C3=CC=CC=C3N=C2N. Cell line: MCF7. Synergy scores: CSS=23.5, Synergy_ZIP=-0.544, Synergy_Bliss=-3.17, Synergy_Loewe=-33.8, Synergy_HSA=-4.98. (7) Drug 1: CC12CCC3C(C1CCC2=O)CC(=C)C4=CC(=O)C=CC34C. Drug 2: CC1=CC=C(C=C1)C2=CC(=NN2C3=CC=C(C=C3)S(=O)(=O)N)C(F)(F)F. Cell line: K-562. Synergy scores: CSS=49.7, Synergy_ZIP=-0.604, Synergy_Bliss=0.655, Synergy_Loewe=-0.759, Synergy_HSA=0.216. (8) Drug 1: CCCCC(=O)OCC(=O)C1(CC(C2=C(C1)C(=C3C(=C2O)C(=O)C4=C(C3=O)C=CC=C4OC)O)OC5CC(C(C(O5)C)O)NC(=O)C(F)(F)F)O. Drug 2: CC1C(C(CC(O1)OC2CC(CC3=C2C(=C4C(=C3O)C(=O)C5=CC=CC=C5C4=O)O)(C(=O)C)O)N)O. Cell line: HL-60(TB). Synergy scores: CSS=37.5, Synergy_ZIP=-1.74, Synergy_Bliss=-5.05, Synergy_Loewe=-25.4, Synergy_HSA=-3.94.